From a dataset of Forward reaction prediction with 1.9M reactions from USPTO patents (1976-2016). Predict the product of the given reaction. Given the reactants Cl[C:2]([N:4]1[C:13]2[C:8](=[CH:9][C:10]3[CH2:18][CH2:17][N:16]([C:19]([O:21][C:22]([CH3:25])([CH3:24])[CH3:23])=[O:20])[CH2:15][CH2:14][C:11]=3[CH:12]=2)[CH2:7][CH2:6][CH2:5]1)=[O:3].[CH2:26]([OH:34])[CH2:27][C:28]1[CH:33]=[CH:32][CH:31]=[CH:30][CH:29]=1, predict the reaction product. The product is: [N:4]1([C:2]([O:34][CH2:26][CH2:27][C:28]2[CH:33]=[CH:32][CH:31]=[CH:30][CH:29]=2)=[O:3])[C:13]2[C:8](=[CH:9][C:10]3[CH2:18][CH2:17][N:16]([C:19]([O:21][C:22]([CH3:25])([CH3:24])[CH3:23])=[O:20])[CH2:15][CH2:14][C:11]=3[CH:12]=2)[CH2:7][CH2:6][CH2:5]1.